This data is from Reaction yield outcomes from USPTO patents with 853,638 reactions. The task is: Predict the reaction yield, written as a fraction of the theoretical maximum amount of product (1.0 means a 100% yield; for example, 0.34 means a 34% yield). (1) The reactants are C[O:2][C:3]1[CH:27]=[CH:26][C:6]([O:7][C:8]2[CH:13]=[CH:12][C:11]([C:14]3[N:18]=[C:17]([C:19]4[CH:24]=[CH:23][C:22]([F:25])=[CH:21][CH:20]=4)[O:16][N:15]=3)=[CH:10][CH:9]=2)=[CH:5][CH:4]=1.B(Br)(Br)Br.O. The catalyst is C(Cl)Cl. The product is [F:25][C:22]1[CH:21]=[CH:20][C:19]([C:17]2[O:16][N:15]=[C:14]([C:11]3[CH:12]=[CH:13][C:8]([O:7][C:6]4[CH:26]=[CH:27][C:3]([OH:2])=[CH:4][CH:5]=4)=[CH:9][CH:10]=3)[N:18]=2)=[CH:24][CH:23]=1. The yield is 1.00. (2) The reactants are [C:1]([C:5]1[CH:10]=[C:9]([C:11]([F:14])([F:13])[F:12])[C:8]([N+:15]([O-])=O)=[CH:7][C:6]=1[O:18][CH3:19])([CH3:4])([CH3:3])[CH3:2].C([O-])=O.[NH4+]. The catalyst is CCO.[Pd]. The product is [C:1]([C:5]1[CH:10]=[C:9]([C:11]([F:14])([F:12])[F:13])[C:8]([NH2:15])=[CH:7][C:6]=1[O:18][CH3:19])([CH3:4])([CH3:2])[CH3:3]. The yield is 0.950. (3) The reactants are [NH2:1][C:2]1[N:3]=[C:4]2[CH:9]=[CH:8][C:7]([O:10][C:11]3[CH:12]=[C:13]([NH:17][C:18](=[O:30])[C:19]4[CH:24]=[CH:23][CH:22]=[C:21]([C:25]([C:28]#[N:29])([CH3:27])[CH3:26])[CH:20]=4)[CH:14]=[CH:15][CH:16]=3)=[CH:6][N:5]2[CH:31]=1.[CH:32]1([C:35](Cl)=[O:36])[CH2:34][CH2:33]1. The catalyst is CN(C)C(=O)C.C(OCC)(=O)C. The product is [C:28]([C:25]([C:21]1[CH:20]=[C:19]([CH:24]=[CH:23][CH:22]=1)[C:18]([NH:17][C:13]1[CH:14]=[CH:15][CH:16]=[C:11]([O:10][C:7]2[CH:8]=[CH:9][C:4]3[N:5]([CH:31]=[C:2]([NH:1][C:35]([CH:32]4[CH2:34][CH2:33]4)=[O:36])[N:3]=3)[CH:6]=2)[CH:12]=1)=[O:30])([CH3:27])[CH3:26])#[N:29]. The yield is 0.430. (4) The reactants are [C:1]1([CH2:7][CH2:8][N+:9]([O-:11])=[O:10])[CH:6]=[CH:5][CH:4]=[CH:3][CH:2]=1.[F-].C([N+](CCCC)(CCCC)CCCC)CCC.[CH2:30]([O:37][C@H:38]1[CH2:42][N:41]([C:43]([O:45][C:46]([CH3:49])([CH3:48])[CH3:47])=[O:44])[C@H:40]([CH:50]=[O:51])[CH2:39]1)[C:31]1[CH:36]=[CH:35][CH:34]=[CH:33][CH:32]=1. The catalyst is C1COCC1.C(OCC)(=O)C. The product is [CH2:30]([O:37][C@H:38]1[CH2:42][N:41]([C:43]([O:45][C:46]([CH3:47])([CH3:48])[CH3:49])=[O:44])[C@@H:40]([C@@H:50]([OH:51])[C@@H:8]([N+:9]([O-:11])=[O:10])[CH2:7][C:1]2[CH:6]=[CH:5][CH:4]=[CH:3][CH:2]=2)[CH2:39]1)[C:31]1[CH:36]=[CH:35][CH:34]=[CH:33][CH:32]=1. The yield is 0.350. (5) The reactants are [CH2:1]([O:8][C:9]1[CH:14]=[CH:13][C:12]([C@H:15]2[CH2:20][CH2:19][N:18](C(OC(C)(C)C)=O)[CH2:17][C@@H:16]2[F:28])=[CH:11][CH:10]=1)[C:2]1[CH:7]=[CH:6][CH:5]=[CH:4][CH:3]=1.[ClH:29]. The catalyst is O1CCOCC1. The product is [ClH:29].[CH2:1]([O:8][C:9]1[CH:14]=[CH:13][C:12]([C@H:15]2[CH2:20][CH2:19][NH:18][CH2:17][C@@H:16]2[F:28])=[CH:11][CH:10]=1)[C:2]1[CH:3]=[CH:4][CH:5]=[CH:6][CH:7]=1. The yield is 0.830. (6) The product is [Cl:1][C:2]1[CH:7]=[C:6]([CH2:8][NH:9][C:10]([C@@H:12]2[CH2:16][C@@H:15]([F:17])[CH2:14][N:13]2[S:32]([C:29]2[CH:30]=[CH:31][C:26]([F:25])=[CH:27][CH:28]=2)(=[O:34])=[O:33])=[O:11])[CH:5]=[CH:4][N:3]=1. The catalyst is C(Cl)Cl. The yield is 0.630. The reactants are [Cl:1][C:2]1[CH:7]=[C:6]([CH2:8][NH:9][C:10]([C@@H:12]2[CH2:16][C@@H:15]([F:17])[CH2:14][NH:13]2)=[O:11])[CH:5]=[CH:4][N:3]=1.CCN(CC)CC.[F:25][C:26]1[CH:31]=[CH:30][C:29]([S:32](Cl)(=[O:34])=[O:33])=[CH:28][CH:27]=1. (7) The reactants are [F:1][C:2]1[CH:7]=[CH:6][CH:5]=[C:4]([F:8])[C:3]=1[S:9]([NH:12][C:13]1[C:14]([F:23])=[C:15]([CH:20]=[CH:21][CH:22]=1)[C:16](OC)=[O:17])(=[O:11])=[O:10].C[Si]([N-][Si](C)(C)C)(C)C.[Li+].[Cl:34][C:35]1[N:40]=[C:39]([CH3:41])[CH:38]=[CH:37][N:36]=1. The catalyst is C1COCC1. The product is [Cl:34][C:35]1[N:40]=[C:39]([CH2:41][C:16]([C:15]2[C:14]([F:23])=[C:13]([NH:12][S:9]([C:3]3[C:2]([F:1])=[CH:7][CH:6]=[CH:5][C:4]=3[F:8])(=[O:10])=[O:11])[CH:22]=[CH:21][CH:20]=2)=[O:17])[CH:38]=[CH:37][N:36]=1. The yield is 0.720. (8) The reactants are Br[C:2]1[C:3]2[C:4]3[CH:18]=[CH:17][S:16][C:5]=3[C:6](=[O:15])[NH:7][C:8]=2[C:9]([CH3:14])=[CH:10][C:11]=1[O:12][CH3:13].[F:19][C:20]1[CH:25]=[C:24](B2OC(C)(C)C(C)(C)O2)[CH:23]=[CH:22][C:21]=1[CH:35]([CH:46]([CH3:48])[CH3:47])[CH2:36][N:37]([CH3:45])[C:38](=[O:44])[O:39][C:40]([CH3:43])([CH3:42])[CH3:41]. No catalyst specified. The product is [F:19][C:20]1[CH:25]=[C:24]([C:2]2[C:3]3[C:4]4[CH:18]=[CH:17][S:16][C:5]=4[C:6](=[O:15])[NH:7][C:8]=3[C:9]([CH3:14])=[CH:10][C:11]=2[O:12][CH3:13])[CH:23]=[CH:22][C:21]=1[CH:35]([CH:46]([CH3:48])[CH3:47])[CH2:36][N:37]([CH3:45])[C:38](=[O:44])[O:39][C:40]([CH3:42])([CH3:43])[CH3:41]. The yield is 0.180. (9) The reactants are [CH3:1][O:2][C:3]1[C:8]([C:9]([NH2:11])=O)=[C:7]([CH3:12])[N:6]=[C:5]([O:13][CH3:14])[CH:4]=1.[Li]CCCC.[CH2:20]([O:27][C:28]1[C:35]([CH3:36])=[CH:34][C:31]([C:32]#[N:33])=[CH:30][C:29]=1[CH3:37])[C:21]1[CH:26]=[CH:25][CH:24]=[CH:23][CH:22]=1. The catalyst is C1COCC1. The product is [CH2:20]([O:27][C:28]1[C:35]([CH3:36])=[CH:34][C:31]([C:32]2[CH:12]=[C:7]3[C:8]([C:3]([O:2][CH3:1])=[CH:4][C:5]([O:13][CH3:14])=[N:6]3)=[C:9]([NH2:11])[N:33]=2)=[CH:30][C:29]=1[CH3:37])[C:21]1[CH:26]=[CH:25][CH:24]=[CH:23][CH:22]=1. The yield is 0.190.